Dataset: Full USPTO retrosynthesis dataset with 1.9M reactions from patents (1976-2016). Task: Predict the reactants needed to synthesize the given product. (1) The reactants are: C(O[BH-](OC(=O)C)OC(=O)C)(=O)C.[Na+].[F:15][C:16]([F:52])([F:51])[C:17]1[CH:18]=[C:19]([CH:44]=[C:45]([C:47]([F:50])([F:49])[F:48])[CH:46]=1)[CH2:20][N:21]([C:38]1[N:39]=[N:40][N:41]([CH3:43])[N:42]=1)[C@H:22]1[CH2:28][CH2:27][CH2:26][NH:25][C:24]2[CH:29]=[C:30]([C:34]([F:37])([F:36])[F:35])[C:31]([CH3:33])=[CH:32][C:23]1=2.[O:53]1[CH2:58][CH2:57][C:56](=O)[CH2:55][CH2:54]1.C(O)(=O)C. Given the product [F:52][C:16]([F:51])([F:15])[C:17]1[CH:18]=[C:19]([CH:44]=[C:45]([C:47]([F:50])([F:48])[F:49])[CH:46]=1)[CH2:20][N:21]([C@H:22]1[CH2:28][CH2:27][CH2:26][N:25]([CH:56]2[CH2:57][CH2:58][O:53][CH2:54][CH2:55]2)[C:24]2[CH:29]=[C:30]([C:34]([F:35])([F:36])[F:37])[C:31]([CH3:33])=[CH:32][C:23]1=2)[C:38]1[N:39]=[N:40][N:41]([CH3:43])[N:42]=1, predict the reactants needed to synthesize it. (2) Given the product [Cl:12][C:8]1[CH:7]=[C:6]([C@H:3]2[CH2:4][O:5][C:17](=[O:18])[NH:2]2)[CH:11]=[CH:10][CH:9]=1, predict the reactants needed to synthesize it. The reactants are: Cl.[NH2:2][C@@H:3]([C:6]1[CH:11]=[CH:10][CH:9]=[C:8]([Cl:12])[CH:7]=1)[CH2:4][OH:5].[OH-].[K+].C1C[O:18][CH2:17]C1.ClC(Cl)(OC(=O)OC(Cl)(Cl)Cl)Cl. (3) Given the product [CH3:1][O:2][C:3]([C:5]1[C:9]([N+:10]([O-:12])=[O:11])=[CH:8][N:7]([CH:25]2[CH2:26][CH2:27][CH2:28][CH2:29][O:24]2)[N:6]=1)=[O:4], predict the reactants needed to synthesize it. The reactants are: [CH3:1][O:2][C:3]([C:5]1[C:9]([N+:10]([O-:12])=[O:11])=[CH:8][NH:7][N:6]=1)=[O:4].C1(C)C=CC(S(O)(=O)=O)=CC=1.[O:24]1[CH:29]=[CH:28][CH2:27][CH2:26][CH2:25]1. (4) Given the product [Cl:54][C:44]1[CH:45]=[CH:40][CH:41]=[CH:42][C:43]=1[CH2:46][CH2:47][O:48][C:2]1[N:3]=[C:4]([NH2:38])[C:5]2[N:6]=[CH:7][N:8]([C:36]=2[N:37]=1)[C@@H:9]1[O:35][C@H:26]([CH2:27][OH:28])[C@@H:18]([OH:19])[C@H:10]1[OH:11], predict the reactants needed to synthesize it. The reactants are: Cl[C:2]1[N:3]=[C:4]([NH2:38])[C:5]2[N:6]=[CH:7][N:8]([C:36]=2[N:37]=1)[C@@H:9]1[O:35][C@H:26]([CH2:27][O:28][Si](C(C)C)(C)C)[C@@H:18]([O:19][Si](C(C)C)(C)C)[C@H:10]1[O:11][Si](C(C)C)(C)C.Cl[C:40]1[CH:45]=[CH:44][C:43]([CH2:46][CH2:47][OH:48])=[CH:42][CH:41]=1.[H-].[Na+].CO.C(Cl)[Cl:54]. (5) Given the product [CH3:1][O:2][CH:3]1[CH2:10][CH:9]2[CH:5]([CH2:6][CH:7]([NH2:11])[CH2:8]2)[CH2:4]1, predict the reactants needed to synthesize it. The reactants are: [CH3:1][O:2][CH:3]1[CH2:10][CH:9]2[CH:5]([CH2:6][CH:7]([N:11]=[N+]=[N-])[CH2:8]2)[CH2:4]1.C(Cl)(Cl)Cl.